From a dataset of Forward reaction prediction with 1.9M reactions from USPTO patents (1976-2016). Predict the product of the given reaction. (1) Given the reactants [NH2:1][C:2]1[CH:3]=[C:4]2[C:8](=[CH:9][CH:10]=1)[C:7](=[O:11])[NH:6][C:5]2=[O:12].[F:13][C:14]1[CH:31]=[CH:30][C:17]([CH2:18][CH:19]2[CH2:24][CH2:23][N:22]([C:25](=[O:29])[C:26](O)=[O:27])[CH2:21][CH2:20]2)=[CH:16][CH:15]=1, predict the reaction product. The product is: [O:11]=[C:7]1[C:8]2[C:4](=[CH:3][C:2]([NH:1][C:26](=[O:27])[C:25]([N:22]3[CH2:21][CH2:20][CH:19]([CH2:18][C:17]4[CH:16]=[CH:15][C:14]([F:13])=[CH:31][CH:30]=4)[CH2:24][CH2:23]3)=[O:29])=[CH:10][CH:9]=2)[C:5](=[O:12])[NH:6]1. (2) Given the reactants [C:1]([C:4]1[CH:21]=[CH:20][C:7]2[CH2:8][CH2:9][N:10]([C:13]([O:15][C:16]([CH3:19])([CH3:18])[CH3:17])=[O:14])[CH2:11][CH2:12][C:6]=2[CH:5]=1)(=O)[CH3:2].[Se](=O)=O.[CH2:25]([NH2:28])[CH2:26][NH2:27].[OH-].[K+], predict the reaction product. The product is: [C:16]([O:15][C:13]([N:10]1[CH2:9][CH2:8][C:7]2[CH:20]=[CH:21][C:4]([C:1]3[CH:2]=[N:28][CH:25]=[CH:26][N:27]=3)=[CH:5][C:6]=2[CH2:12][CH2:11]1)=[O:14])([CH3:19])([CH3:18])[CH3:17]. (3) Given the reactants [CH2:1]([OH:9])[CH2:2][CH2:3][CH2:4][CH2:5][CH2:6][CH2:7][CH3:8].[CH2:10]([CH:12](CCCC)[C:13]([O-:15])=[O:14])[CH3:11].[Sn+2].C(C(CCCC)C([O-])=[O:25])C, predict the reaction product. The product is: [CH2:1]([O:9][C:11](=[O:25])[CH2:10][CH2:12][C:13]([OH:15])=[O:14])[CH2:2][CH2:3][CH2:4][CH2:5][CH2:6][CH2:7][CH3:8]. (4) Given the reactants Cl[C:2]1[CH:7]=[C:6]([Cl:8])[N:5]=[C:4]([CH3:9])[N:3]=1.[CH3:10][P:11]([C:14]1[CH:20]=[CH:19][C:17]([NH2:18])=[CH:16][CH:15]=1)([CH3:13])=[O:12].C(=O)([O-])[O-].[K+].[K+], predict the reaction product. The product is: [Cl:8][C:6]1[N:5]=[C:4]([CH3:9])[N:3]=[C:2]([NH:18][C:17]2[CH:16]=[CH:15][C:14]([P:11]([CH3:13])([CH3:10])=[O:12])=[CH:20][CH:19]=2)[CH:7]=1. (5) Given the reactants Cl[C:2]([O:4][C:5]1[CH:10]=[CH:9][C:8]([Cl:11])=[CH:7][CH:6]=1)=[O:3].[C:12]([C:15]1[CH:16]=[C:17]([CH:22]=[CH:23][CH:24]=1)[C:18]([NH2:21])([CH3:20])[CH3:19])(=[O:14])[CH3:13].C(N(C(C)C)CC)(C)C, predict the reaction product. The product is: [C:12]([C:15]1[CH:16]=[C:17]([C:18]([NH:21][C:2](=[O:3])[O:4][C:5]2[CH:10]=[CH:9][C:8]([Cl:11])=[CH:7][CH:6]=2)([CH3:20])[CH3:19])[CH:22]=[CH:23][CH:24]=1)(=[O:14])[CH3:13]. (6) Given the reactants [F:1][C:2]1[CH:7]=[CH:6][C:5]([CH2:8][C:9]([OH:11])=[O:10])=[CH:4][CH:3]=1.[CH:12]([C:14]1[CH:19]=[CH:18][C:17](/[CH:20]=[CH:21]/[C:22]([O:24][CH3:25])=[O:23])=[CH:16][CH:15]=1)=O.C(OC(=O)C)(=O)C.C(N(C(C)C)CC)(C)C.Cl, predict the reaction product. The product is: [F:1][C:2]1[CH:3]=[CH:4][C:5]([C:8](=[CH:12][C:14]2[CH:15]=[CH:16][C:17](/[CH:20]=[CH:21]/[C:22]([O:24][CH3:25])=[O:23])=[CH:18][CH:19]=2)[C:9]([OH:11])=[O:10])=[CH:6][CH:7]=1. (7) Given the reactants [C:1]([OH:8])(=[O:7])/[CH:2]=[CH:3]\[C:4]([OH:6])=[O:5], predict the reaction product. The product is: [OH2:5].[C:1]([OH:8])(=[O:7])/[CH:2]=[CH:3]\[C:4]([OH:6])=[O:5].